From a dataset of Reaction yield outcomes from USPTO patents with 853,638 reactions. Predict the reaction yield, written as a fraction of the theoretical maximum amount of product (1.0 means a 100% yield; for example, 0.34 means a 34% yield). (1) The product is [CH2:11]([O:13][CH2:14][CH2:15][N:3]([CH2:4][C:5]1[CH:10]=[CH:9][CH:8]=[CH:7][CH:6]=1)[CH2:1][CH3:2])[CH3:12]. The reactants are [CH2:1]([NH:3][CH2:4][C:5]1[CH:10]=[CH:9][CH:8]=[CH:7][CH:6]=1)[CH3:2].[CH2:11]([O:13][CH2:14][CH2:15]Br)[CH3:12]. The catalyst is C(O)C. The yield is 0.610. (2) The catalyst is ClCCl. The yield is 0.940. The product is [CH:9]1[C:10]2[C:15](=[CH:14][CH:13]=[CH:12][CH:11]=2)[CH:16]=[CH:17][C:8]=1[NH:7][C:18]1([C:5]#[N:6])[CH2:21][CH2:20][CH2:19]1. The reactants are C[Si]([C:5]#[N:6])(C)C.[NH2:7][C:8]1[CH:17]=[CH:16][C:15]2[C:10](=[CH:11][CH:12]=[CH:13][CH:14]=2)[CH:9]=1.[C:18]1(=O)[CH2:21][CH2:20][CH2:19]1. (3) The reactants are [CH2:1]([N:6]1[C:14]2[N:13]=[CH:12][NH:11][C:10]=2[C:9](=[O:15])[NH:8][C:7]1=S)[CH2:2][CH2:3][CH2:4][CH3:5].[NH2:17][NH2:18]. The catalyst is O. The product is [CH2:1]([N:6]1[C:14]2[N:13]=[CH:12][NH:11][C:10]=2[C:9](=[O:15])[NH:8]/[C:7]/1=[N:17]\[NH2:18])[CH2:2][CH2:3][CH2:4][CH3:5]. The yield is 0.780. (4) The reactants are [C:1]([NH2:9])(=[S:8])[C:2]1[CH:7]=[CH:6][CH:5]=[CH:4][CH:3]=1.Br[CH2:11][C:12]([C:14]1[CH:23]=[CH:22][C:21]2[NH:20][C:19](=[O:24])[C:18]3[NH:25][CH:26]=[CH:27][C:17]=3[C:16]=2[CH:15]=1)=O.[CH2:28]([C:30]([O-:32])=[O:31])[CH3:29]. The catalyst is C(O)C. The product is [O:24]=[C:19]1[C:18]2[NH:25][CH:26]=[CH:27][C:17]=2[C:16]2[CH:15]=[C:14]([C:12]3[N:9]=[C:1]([C:2]4[CH:7]=[CH:6][CH:5]=[CH:4][CH:3]=4)[S:8][CH:11]=3)[CH:23]=[CH:22][C:21]=2[NH:20]1.[CH2:28]([C:30]([O-:32])=[O:31])[CH3:29]. The yield is 0.210.